From a dataset of Full USPTO retrosynthesis dataset with 1.9M reactions from patents (1976-2016). Predict the reactants needed to synthesize the given product. (1) Given the product [CH3:12][N:13]1[CH2:19][CH2:18][CH2:17][N:16]([C:2]2[N:7]=[CH:6][C:5]([C:8]([O:10][CH3:11])=[O:9])=[CH:4][N:3]=2)[CH2:15][CH2:14]1, predict the reactants needed to synthesize it. The reactants are: Cl[C:2]1[N:7]=[CH:6][C:5]([C:8]([O:10][CH3:11])=[O:9])=[CH:4][N:3]=1.[CH3:12][N:13]1[CH2:19][CH2:18][CH2:17][NH:16][CH2:15][CH2:14]1.C(N(C(C)C)C(C)C)C. (2) Given the product [CH2:1]([O:8][C:9]1[CH:16]=[C:15]([O:17][CH3:18])[CH:14]=[CH:13][C:10]=1[CH2:11][C:21]#[N:22])[C:2]1[CH:7]=[CH:6][CH:5]=[CH:4][CH:3]=1, predict the reactants needed to synthesize it. The reactants are: [CH2:1]([O:8][C:9]1[CH:16]=[C:15]([O:17][CH3:18])[CH:14]=[CH:13][C:10]=1[CH2:11]O)[C:2]1[CH:7]=[CH:6][CH:5]=[CH:4][CH:3]=1.CC(C)(O)[C:21]#[N:22].C1(P(C2C=CC=CC=2)C2C=CC=CC=2)C=CC=CC=1.N(C(OCC)=O)=NC(OCC)=O.